Dataset: NCI-60 drug combinations with 297,098 pairs across 59 cell lines. Task: Regression. Given two drug SMILES strings and cell line genomic features, predict the synergy score measuring deviation from expected non-interaction effect. (1) Drug 1: CNC(=O)C1=CC=CC=C1SC2=CC3=C(C=C2)C(=NN3)C=CC4=CC=CC=N4. Drug 2: C1=CC(=CC=C1CC(C(=O)O)N)N(CCCl)CCCl.Cl. Cell line: MOLT-4. Synergy scores: CSS=47.3, Synergy_ZIP=3.98, Synergy_Bliss=5.81, Synergy_Loewe=-1.65, Synergy_HSA=6.48. (2) Drug 1: C1C(C(OC1N2C=NC3=C(N=C(N=C32)Cl)N)CO)O. Drug 2: CN(C(=O)NC(C=O)C(C(C(CO)O)O)O)N=O. Cell line: EKVX. Synergy scores: CSS=-11.8, Synergy_ZIP=4.27, Synergy_Bliss=-0.935, Synergy_Loewe=-11.6, Synergy_HSA=-11.6. (3) Drug 1: C1C(C(OC1N2C=NC3=C(N=C(N=C32)Cl)N)CO)O. Drug 2: CC12CCC3C(C1CCC2O)C(CC4=C3C=CC(=C4)O)CCCCCCCCCS(=O)CCCC(C(F)(F)F)(F)F. Cell line: NCI-H460. Synergy scores: CSS=-1.67, Synergy_ZIP=-0.218, Synergy_Bliss=1.04, Synergy_Loewe=1.83, Synergy_HSA=0.191. (4) Drug 1: CNC(=O)C1=CC=CC=C1SC2=CC3=C(C=C2)C(=NN3)C=CC4=CC=CC=N4. Drug 2: C1=CC(=CC=C1CC(C(=O)O)N)N(CCCl)CCCl.Cl. Cell line: SF-295. Synergy scores: CSS=13.8, Synergy_ZIP=-6.73, Synergy_Bliss=-1.76, Synergy_Loewe=-2.19, Synergy_HSA=-0.474. (5) Drug 1: C1=CC(=CC=C1CCC2=CNC3=C2C(=O)NC(=N3)N)C(=O)NC(CCC(=O)O)C(=O)O. Drug 2: CC1C(C(CC(O1)OC2CC(CC3=C2C(=C4C(=C3O)C(=O)C5=C(C4=O)C(=CC=C5)OC)O)(C(=O)CO)O)N)O.Cl. Cell line: NCI-H522. Synergy scores: CSS=70.3, Synergy_ZIP=6.11, Synergy_Bliss=2.26, Synergy_Loewe=-3.19, Synergy_HSA=6.69. (6) Drug 1: C1=CC(=CC=C1CCC2=CNC3=C2C(=O)NC(=N3)N)C(=O)NC(CCC(=O)O)C(=O)O. Drug 2: CCC1=CC2CC(C3=C(CN(C2)C1)C4=CC=CC=C4N3)(C5=C(C=C6C(=C5)C78CCN9C7C(C=CC9)(C(C(C8N6C)(C(=O)OC)O)OC(=O)C)CC)OC)C(=O)OC.C(C(C(=O)O)O)(C(=O)O)O. Cell line: PC-3. Synergy scores: CSS=62.6, Synergy_ZIP=-4.51, Synergy_Bliss=-5.40, Synergy_Loewe=-5.39, Synergy_HSA=1.23. (7) Synergy scores: CSS=15.7, Synergy_ZIP=-5.89, Synergy_Bliss=-1.88, Synergy_Loewe=-4.75, Synergy_HSA=-1.12. Cell line: MDA-MB-231. Drug 1: C1=C(C(=O)NC(=O)N1)N(CCCl)CCCl. Drug 2: COC1=C2C(=CC3=C1OC=C3)C=CC(=O)O2. (8) Drug 1: C1CCC(CC1)NC(=O)N(CCCl)N=O. Drug 2: CC1C(C(CC(O1)OC2CC(CC3=C2C(=C4C(=C3O)C(=O)C5=CC=CC=C5C4=O)O)(C(=O)C)O)N)O. Cell line: SK-MEL-5. Synergy scores: CSS=57.0, Synergy_ZIP=-2.01, Synergy_Bliss=-0.105, Synergy_Loewe=-6.49, Synergy_HSA=1.99. (9) Drug 1: CC(C1=C(C=CC(=C1Cl)F)Cl)OC2=C(N=CC(=C2)C3=CN(N=C3)C4CCNCC4)N. Drug 2: CC1=C(C(CCC1)(C)C)C=CC(=CC=CC(=CC(=O)O)C)C. Cell line: NCI-H522. Synergy scores: CSS=8.47, Synergy_ZIP=-2.44, Synergy_Bliss=-0.960, Synergy_Loewe=-0.911, Synergy_HSA=-0.972. (10) Drug 1: C1=CC(=CC=C1CCCC(=O)O)N(CCCl)CCCl. Drug 2: COCCOC1=C(C=C2C(=C1)C(=NC=N2)NC3=CC=CC(=C3)C#C)OCCOC.Cl. Cell line: SN12C. Synergy scores: CSS=16.4, Synergy_ZIP=-1.20, Synergy_Bliss=-0.610, Synergy_Loewe=-1.10, Synergy_HSA=1.18.